This data is from Reaction yield outcomes from USPTO patents with 853,638 reactions. The task is: Predict the reaction yield, written as a fraction of the theoretical maximum amount of product (1.0 means a 100% yield; for example, 0.34 means a 34% yield). (1) The reactants are [NH2:1][C:2]1[N:7]=[CH:6][N:5]=[C:4]2[N:8]([CH:26]([C:28]3[O:29][C:30](=[O:43])[C:31]4[C:36]([C:37]=3[C:38]3[S:42][CH:41]=[N:40][CH:39]=3)=[CH:35][CH:34]=[CH:33][CH:32]=4)[CH3:27])[N:9]=[C:10]([C:11]3[CH:16]=[C:15]([F:17])[CH:14]=[C:13]([O:18][Si](C(C)(C)C)(C)C)[CH:12]=3)[C:3]=12. The catalyst is Cl.CCO. The product is [NH2:1][C:2]1[N:7]=[CH:6][N:5]=[C:4]2[N:8]([CH:26]([C:28]3[O:29][C:30](=[O:43])[C:31]4[C:36]([C:37]=3[C:38]3[S:42][CH:41]=[N:40][CH:39]=3)=[CH:35][CH:34]=[CH:33][CH:32]=4)[CH3:27])[N:9]=[C:10]([C:11]3[CH:12]=[C:13]([OH:18])[CH:14]=[C:15]([F:17])[CH:16]=3)[C:3]=12. The yield is 0.660. (2) The reactants are [F:1][C:2]1([F:21])[CH2:7][CH2:6][C:5]([C:14]2[CH:15]=[N:16][C:17]([CH3:20])=[N:18][CH:19]=2)([C:8](N(OC)C)=[O:9])[CH2:4][CH2:3]1.[CH3:22][Mg+].[Br-]. The catalyst is C1COCC1. The product is [F:21][C:2]1([F:1])[CH2:3][CH2:4][C:5]([C:8](=[O:9])[CH3:22])([C:14]2[CH:19]=[N:18][C:17]([CH3:20])=[N:16][CH:15]=2)[CH2:6][CH2:7]1. The yield is 0.590. (3) The reactants are [OH:1][C:2]1[CH:7]=[CH:6][CH:5]=[CH:4][C:3]=1[C:8](=[O:10])[CH3:9].C[Si](C)(C)N[Si](C)(C)C.[Li].CO[C:23]([C:25]1[CH:30]=[C:29]([CH3:31])[C:28]([N+:32]([O-:34])=[O:33])=[CH:27][N:26]=1)=O.Cl. The catalyst is O1CCCC1. The product is [CH3:31][C:29]1[C:28]([N+:32]([O-:34])=[O:33])=[CH:27][N:26]=[C:25]([C:23]2[O:1][C:2]3[C:3]([C:8](=[O:10])[CH:9]=2)=[CH:4][CH:5]=[CH:6][CH:7]=3)[CH:30]=1. The yield is 0.660. (4) The yield is 0.290. The catalyst is COCCO. The reactants are Cl[C:2]1[N:7]=[C:6]([NH:8][CH3:9])[C:5]([C:10]([F:13])([F:12])[F:11])=[CH:4][N:3]=1.[NH2:14][C:15]1[CH:20]=[CH:19][C:18]([C:21]([N:23]2[CH2:28][CH2:27][O:26][CH2:25][CH2:24]2)=[O:22])=[CH:17][C:16]=1[O:29][CH2:30][CH2:31][F:32].FC(F)(F)C(O)=O. The product is [F:32][CH2:31][CH2:30][O:29][C:16]1[CH:17]=[C:18]([C:21]([N:23]2[CH2:24][CH2:25][O:26][CH2:27][CH2:28]2)=[O:22])[CH:19]=[CH:20][C:15]=1[NH:14][C:2]1[N:7]=[C:6]([NH:8][CH3:9])[C:5]([C:10]([F:13])([F:12])[F:11])=[CH:4][N:3]=1. (5) The reactants are Cl[C:2]1[CH:7]=[C:6](Cl)[N:5]=[CH:4][N:3]=1.[CH3:9][O:10][C:11]1[CH:16]=[CH:15][C:14](B(O)O)=[CH:13][CH:12]=1.[C:20](=[O:23])([O-])[O-].[Na+].[Na+]. The catalyst is C1C=CC(P(C2C=CC=CC=2)C2C=CC=CC=2)=CC=1.C1C=CC(P(C2C=CC=CC=2)C2C=CC=CC=2)=CC=1.Cl[Pd]Cl.O.C(#N)C. The product is [CH3:9][O:10][C:11]1[CH:16]=[CH:15][C:14]([C:2]2[CH:7]=[C:6]([C:11]3[CH:16]=[CH:15][C:14]([O:23][CH3:20])=[CH:13][CH:12]=3)[N:5]=[CH:4][N:3]=2)=[CH:13][CH:12]=1. The yield is 0.620.